Dataset: Catalyst prediction with 721,799 reactions and 888 catalyst types from USPTO. Task: Predict which catalyst facilitates the given reaction. (1) Reactant: [OH-:1].[Na+].Cl.[NH2:4]O.[CH2:6]([C:8]1([CH2:13][C:14]#[N:15])[O:12][CH2:11][CH2:10][O:9]1)[CH3:7]. Product: [CH2:6]([C:8]1([CH2:13][C:14]([NH:4][OH:1])=[NH:15])[O:12][CH2:11][CH2:10][O:9]1)[CH3:7]. The catalyst class is: 72. (2) Reactant: [Cl:1][C:2]1[N:7]=[C:6](Cl)[C:5]([C:9]([NH2:11])=[O:10])=[CH:4][N:3]=1.CCN(C(C)C)C(C)C.[C:21]([NH2:25])([CH3:24])([CH3:23])[CH3:22].O. Product: [C:21]([NH:25][C:6]1[C:5]([C:9]([NH2:11])=[O:10])=[CH:4][N:3]=[C:2]([Cl:1])[N:7]=1)([CH3:24])([CH3:23])[CH3:22]. The catalyst class is: 37. (3) Reactant: Cl.[O:2]1[C@:14]2([CH3:20])[C@@:15]34[CH2:17][CH2:18][NH:19][C@@H:9]([C@:10]3([O:22][CH2:23][CH3:24])[CH2:11][CH2:12][C:13]2=[O:21])[CH2:8][C:7]2=[C:16]4[C:3]1=[C:4]([O:25][CH3:26])[CH:5]=[CH:6]2.C(=O)([O-])[O-].[K+].[K+].[C:33]1([CH2:39][CH2:40]Br)[CH:38]=[CH:37][CH:36]=[CH:35][CH:34]=1.CN(C)C=O. Product: [O:2]1[C@:14]2([CH3:20])[C@@:15]34[CH2:17][CH2:18][N:19]([CH2:40][CH2:39][C:33]5[CH:38]=[CH:37][CH:36]=[CH:35][CH:34]=5)[C@@H:9]([C@:10]3([O:22][CH2:23][CH3:24])[CH2:11][CH2:12][C:13]2=[O:21])[CH2:8][C:7]2=[C:16]4[C:3]1=[C:4]([O:25][CH3:26])[CH:5]=[CH:6]2. The catalyst class is: 6. (4) Reactant: [F:1][C:2]1[CH:7]=[C:6]([N+:8]([O-:10])=[O:9])[C:5]([F:11])=[CH:4][C:3]=1F.[NH:13]1[CH2:18][CH2:17][O:16][CH2:15][CH2:14]1.C([O-])([O-])=O.[K+].[K+]. Product: [F:1][C:2]1[CH:7]=[C:6]([N+:8]([O-:10])=[O:9])[C:5]([F:11])=[CH:4][C:3]=1[N:13]1[CH2:18][CH2:17][O:16][CH2:15][CH2:14]1. The catalyst class is: 197. (5) Reactant: C(OC([C:6]1[N:7]([C@H:19]([CH3:29])[CH2:20][NH:21][C:22]([O:24]C(C)(C)C)=O)[C:8]2[C:13]([CH:14]=1)=[CH:12][CH:11]=[C:10]([C:15]([F:18])([F:17])[F:16])[CH:9]=2)=O)C.FC(F)(F)C(O)=O. Product: [CH3:29][C@H:19]1[N:7]2[C:8]3[CH:9]=[C:10]([C:15]([F:18])([F:16])[F:17])[CH:11]=[CH:12][C:13]=3[CH:14]=[C:6]2[C:22](=[O:24])[NH:21][CH2:20]1. The catalyst class is: 4. (6) Reactant: [O:1]=[C:2]1[CH2:7][CH2:6][N:5]([C:8]2[C:13]([F:14])=[CH:12][C:11]([N:15]3[CH2:19][C@H:18]([CH2:20][NH:21][C:22](=[O:24])[CH3:23])[O:17][C:16]3=[O:25])=[CH:10][C:9]=2[F:26])[CH2:4][CH2:3]1.[CH2:27](O)[CH2:28][OH:29].C1(C)C=CC(S(O)(=O)=O)=CC=1. Product: [O:29]1[C:2]2([CH2:3][CH2:4][N:5]([C:8]3[C:13]([F:14])=[CH:12][C:11]([N:15]4[CH2:19][C@H:18]([CH2:20][NH:21][C:22](=[O:24])[CH3:23])[O:17][C:16]4=[O:25])=[CH:10][C:9]=3[F:26])[CH2:6][CH2:7]2)[O:1][CH2:27][CH2:28]1. The catalyst class is: 11.